This data is from NCI-60 drug combinations with 297,098 pairs across 59 cell lines. The task is: Regression. Given two drug SMILES strings and cell line genomic features, predict the synergy score measuring deviation from expected non-interaction effect. Drug 1: CN1CCC(CC1)COC2=C(C=C3C(=C2)N=CN=C3NC4=C(C=C(C=C4)Br)F)OC. Drug 2: C1CCC(CC1)NC(=O)N(CCCl)N=O. Cell line: SF-268. Synergy scores: CSS=34.0, Synergy_ZIP=6.68, Synergy_Bliss=6.01, Synergy_Loewe=1.34, Synergy_HSA=3.35.